Dataset: Experimentally validated miRNA-target interactions with 360,000+ pairs, plus equal number of negative samples. Task: Binary Classification. Given a miRNA mature sequence and a target amino acid sequence, predict their likelihood of interaction. (1) The miRNA is hsa-miR-6728-5p with sequence UUGGGAUGGUAGGACCAGAGGGG. The protein sequence of the target gene is MPRSFLVKKHFNASKKPNYSELDTHTVIISPYLYESYPIPVIPKPEILTSGAYSPITVWTSSAAPLHSPLPSGLSPLTGYSSSLGRVSPPPSSDTSSKDHSGSESPISDEEERLQPKLSDPHAIEAEKFQCNLCNKTYSTFSGLAKHKQLHCDAQSRKSFSCKYCDKEYVSLGALKMHIRTHTLPCVCKICGKAFSRPWLLQGHIRTHTGEKPFSCPHCNRAFADRSNLRAHLQTHSDVKKYQCKNCSKTFSRMSLLHKHEESGCCVAH. Result: 0 (no interaction). (2) The miRNA is hsa-miR-301b-5p with sequence GCUCUGACGAGGUUGCACUACU. The protein sequence of the target gene is MASLKCSTVVCVICLEKPKYRCPACRVPYCSVVCFRKHKEQCNPETRPVEKKIRSALPTKTVKPVENKDDDDSIADFLNSDEEEDRVSLQNLKNLGESATLRSLLLNPHLRQLMVNLDQGEDKAKLMRAYMQEPLFVEFADCCLGIVEPSQNEES. Result: 0 (no interaction). (3) The miRNA is mmu-miR-214-3p with sequence ACAGCAGGCACAGACAGGCAGU. The protein sequence of the target gene is MELSQLLNEIRANYEKILTRNQIETVLSTRIQLEEDISKKMDKDEEALKAAQAELKEARRQWHHLQVEIESLHAVERGLENSLHASEQHYQMQLQDLETVIEGLEKELQEVRRGIEKQLQEHEMLLNTKMRLEQEIATYRHLLEKEEIRYYGCIQGGKKDKKPTTSRVGFVLPSAIINEISFTTKVPQKYENENVETVTKQAILNGSIVKESTEAHGTIQTEKVDEVIKEWEGSFFKDNPRLRKKSVSLRFDLHLAATDEGCLETKQDNLPDIEVRLIMRRSCSIPSIKPPSTAN. Result: 0 (no interaction).